From a dataset of Catalyst prediction with 721,799 reactions and 888 catalyst types from USPTO. Predict which catalyst facilitates the given reaction. (1) Reactant: Cl.[NH2:2][OH:3].[OH-:4].[K+].[CH:6]1([NH:9][C:10](=[O:42])[C:11]([C:35]2[CH:40]=[CH:39][C:38]([F:41])=[CH:37][CH:36]=2)=[CH:12][C:13]2[CH:18]=[CH:17][C:16]([CH:19]=[CH:20][C:21]([NH:23][CH2:24][C:25]3[CH:26]=[C:27]([CH:32]=[CH:33][CH:34]=3)C(OC)=O)=[O:22])=[CH:15][CH:14]=2)[CH2:8][CH2:7]1.[CH3:43]O. Product: [CH:6]1([NH:9][C:10](=[O:42])/[C:11](/[C:35]2[CH:40]=[CH:39][C:38]([F:41])=[CH:37][CH:36]=2)=[CH:12]/[C:13]2[CH:14]=[CH:15][C:16]([CH:19]=[CH:20][C:21]([NH:23][CH2:24][C:25]3[CH:26]=[CH:27][C:32]([C:43]([NH:2][OH:3])=[O:4])=[CH:33][CH:34]=3)=[O:22])=[CH:17][CH:18]=2)[CH2:7][CH2:8]1. The catalyst class is: 34. (2) Reactant: [Cl:1][C:2]1[CH:10]=[C:9]([CH:11]([O:14][CH2:15][C:16]2([C:29]3[CH:34]=[CH:33][C:32]([F:35])=[CH:31][CH:30]=3)[CH2:21][CH2:20][N:19]([C:22]([O:24][C:25]([CH3:28])([CH3:27])[CH3:26])=[O:23])[CH2:18][CH2:17]2)[CH2:12]O)[C:8]2[C:4](=[CH:5][N:6]([CH2:36][O:37][CH2:38][CH2:39][Si:40]([CH3:43])([CH3:42])[CH3:41])[N:7]=2)[CH:3]=1.C(#N)C.C(N(C(C)C)CC)(C)C.F.F.F.C(N(C(C)C)CC)(C)C.[F:68]C(F)(S(F)(=O)=O)C(F)(F)C(F)(F)C(F)(F)F.C([O-])(O)=O.[Na+]. Product: [Cl:1][C:2]1[CH:10]=[C:9]([CH:11]([O:14][CH2:15][C:16]2([C:29]3[CH:34]=[CH:33][C:32]([F:35])=[CH:31][CH:30]=3)[CH2:21][CH2:20][N:19]([C:22]([O:24][C:25]([CH3:26])([CH3:27])[CH3:28])=[O:23])[CH2:18][CH2:17]2)[CH2:12][F:68])[C:8]2[C:4](=[CH:5][N:6]([CH2:36][O:37][CH2:38][CH2:39][Si:40]([CH3:42])([CH3:43])[CH3:41])[N:7]=2)[CH:3]=1. The catalyst class is: 28.